This data is from Forward reaction prediction with 1.9M reactions from USPTO patents (1976-2016). The task is: Predict the product of the given reaction. (1) Given the reactants [F:1][C:2]([F:12])([F:11])[C:3](=[O:10])[CH2:4][C:5]([O:7]CC)=O.[C:13]1([N:19]2[CH2:24][CH2:23][CH:22]([C:25]3[CH:29]=[C:28]([NH2:30])[NH:27][N:26]=3)[CH2:21][CH2:20]2)[CH:18]=[CH:17][CH:16]=[CH:15][CH:14]=1.C(=O)(O)[O-].[Na+], predict the reaction product. The product is: [OH:10][C:3]1([C:2]([F:1])([F:11])[F:12])[CH2:4][C:5](=[O:7])[NH:30][C:28]2[NH:27][N:26]=[C:25]([CH:22]3[CH2:21][CH2:20][N:19]([C:13]4[CH:18]=[CH:17][CH:16]=[CH:15][CH:14]=4)[CH2:24][CH2:23]3)[C:29]1=2. (2) Given the reactants [C:1]1(=[N:7][NH:8][C:9]([O:11][C:12]([CH3:15])([CH3:14])[CH3:13])=[O:10])[CH2:6][CH2:5][CH2:4][CH2:3][CH2:2]1, predict the reaction product. The product is: [CH:1]1([NH:7][NH:8][C:9]([O:11][C:12]([CH3:15])([CH3:14])[CH3:13])=[O:10])[CH2:2][CH2:3][CH2:4][CH2:5][CH2:6]1. (3) Given the reactants FC(F)(F)C(O)=O.C(OC([N:15]1[CH2:20][CH2:19][N:18]([C:21]2[N:22]([CH2:45][C:46]#[C:47][CH3:48])[C:23]3[C:28](=[O:29])[N:27]([CH2:30][C:31]4[CH:32]=[C:33]5[C:38](=[C:39]([CH3:41])[CH:40]=4)[N:37]=[C:36]([CH3:42])[C:35]([CH3:43])=[N:34]5)[N:26]=[CH:25][C:24]=3[N:44]=2)[CH2:17][CH2:16]1)=O)(C)(C)C, predict the reaction product. The product is: [N:18]1([C:21]2[N:22]([CH2:45][C:46]#[C:47][CH3:48])[C:23]3[C:28](=[O:29])[N:27]([CH2:30][C:31]4[CH:32]=[C:33]5[C:38](=[C:39]([CH3:41])[CH:40]=4)[N:37]=[C:36]([CH3:42])[C:35]([CH3:43])=[N:34]5)[N:26]=[CH:25][C:24]=3[N:44]=2)[CH2:19][CH2:20][NH:15][CH2:16][CH2:17]1. (4) Given the reactants [S:1]1[C:5]2[CH:6]=[CH:7][CH:8]=[CH:9][C:4]=2[N:3]=[C:2]1[NH:10][C:11]([O:13][CH2:14][C@@H:15]([N:22]([CH3:35])[C:23]([NH:25][CH2:26][C:27]1[CH:32]=[CH:31][CH:30]=[C:29]([F:33])[C:28]=1[Cl:34])=[O:24])[CH2:16][CH2:17][C:18]([O:20]C)=[O:19])=[O:12].[Li+].[OH-].Cl.C(OCC)(=O)C, predict the reaction product. The product is: [S:1]1[C:5]2[CH:6]=[CH:7][CH:8]=[CH:9][C:4]=2[N:3]=[C:2]1[NH:10][C:11]([O:13][CH2:14][C@@H:15]([N:22]([CH3:35])[C:23]([NH:25][CH2:26][C:27]1[CH:32]=[CH:31][CH:30]=[C:29]([F:33])[C:28]=1[Cl:34])=[O:24])[CH2:16][CH2:17][C:18]([OH:20])=[O:19])=[O:12]. (5) Given the reactants [C:1]([O:5][C:6]([C:8]1[C:9]([C:14]2[CH:19]=[CH:18][C:17]([CH2:20][N:21]3[C:25]([CH:26]=NO)=[C:24]([CH:29]=[CH2:30])[N:23]=[C:22]3[O:31][CH2:32][CH3:33])=[C:16]([F:34])[CH:15]=2)=[CH:10][CH:11]=[CH:12][CH:13]=1)=[O:7])([CH3:4])([CH3:3])[CH3:2].S(=O)(=O)(O)[OH:36].C.O, predict the reaction product. The product is: [C:1]([O:5][C:6]([C:8]1[C:9]([C:14]2[CH:19]=[CH:18][C:17]([CH2:20][N:21]3[C:25]([CH:26]=[O:36])=[C:24]([CH:29]=[CH2:30])[N:23]=[C:22]3[O:31][CH2:32][CH3:33])=[C:16]([F:34])[CH:15]=2)=[CH:10][CH:11]=[CH:12][CH:13]=1)=[O:7])([CH3:3])([CH3:2])[CH3:4]. (6) Given the reactants [Br:1][C:2]1[CH:7]=[CH:6][C:5]([CH:8]([C:15]2[C:16]([C:30]3[CH:35]=[CH:34][CH:33]=[CH:32][N:31]=3)=[N:17][N:18]([CH2:28][CH3:29])[C:19]=2[NH:20]C(OC(C)(C)C)=O)[CH2:9][CH2:10][C:11](OC)=[O:12])=[C:4]([CH3:36])[CH:3]=1.BrC1C=CC(C=O)=CC=1.C(N1C(N)=CC(C2C=CC=CN=2)=N1)C.C(O)(C(F)(F)F)=O.CC1C=CC(S(O)(=O)=O)=CC=1, predict the reaction product. The product is: [Br:1][C:2]1[CH:7]=[CH:6][C:5]([CH:8]2[CH2:9][CH2:10][C:11](=[O:12])[NH:20][C:19]3[N:18]([CH2:28][CH3:29])[N:17]=[C:16]([C:30]4[CH:35]=[CH:34][CH:33]=[CH:32][N:31]=4)[C:15]2=3)=[C:4]([CH3:36])[CH:3]=1.